Task: Predict the reactants needed to synthesize the given product.. Dataset: Full USPTO retrosynthesis dataset with 1.9M reactions from patents (1976-2016) (1) Given the product [C:22](=[NH:21])([O:18][CH2:17][CH2:16][C:13]1[CH:14]=[CH:15][C:10]([O:9][C:6]2[CH:7]=[N:8][C:3]([C:2]([F:19])([F:1])[F:20])=[CH:4][CH:5]=2)=[CH:11][CH:12]=1)[NH2:23], predict the reactants needed to synthesize it. The reactants are: [F:1][C:2]([F:20])([F:19])[C:3]1[N:8]=[CH:7][C:6]([O:9][C:10]2[CH:15]=[CH:14][C:13]([CH2:16][CH2:17][OH:18])=[CH:12][CH:11]=2)=[CH:5][CH:4]=1.[N:21]#[C:22][NH2:23].OS(C(F)(F)F)(=O)=O. (2) Given the product [Br:39][C:36]1[CH:37]=[CH:38][C:33]([N:30]2[CH2:31][CH2:32][N:27]([C:25](=[O:26])[CH2:24][N:5]3[C:6]([C:7]4[CH:12]=[CH:11][CH:10]=[CH:9][CH:8]=4)=[C:2]([Cl:1])[C:3]([C:13]([F:14])([F:16])[F:15])=[N:4]3)[CH2:28][CH2:29]2)=[CH:34][C:35]=1[O:40][CH3:41], predict the reactants needed to synthesize it. The reactants are: [Cl:1][C:2]1[C:3]([C:13]([F:16])([F:15])[F:14])=[N:4][NH:5][C:6]=1[C:7]1[CH:12]=[CH:11][CH:10]=[CH:9][CH:8]=1.C([O-])([O-])=O.[K+].[K+].Cl[CH2:24][C:25]([N:27]1[CH2:32][CH2:31][N:30]([C:33]2[CH:38]=[CH:37][C:36]([Br:39])=[C:35]([O:40][CH3:41])[CH:34]=2)[CH2:29][CH2:28]1)=[O:26].CN(C=O)C. (3) The reactants are: [F:1][C:2]1[CH:7]=[CH:6][C:5]([C:8]2[CH:12]=[C:11]([C:13]([NH:15][CH2:16][CH2:17][CH2:18][CH2:19][C:20]([OH:22])=O)=[O:14])[O:10][N:9]=2)=[CH:4][CH:3]=1.[CH3:23][N:24]1[CH2:29][CH2:28][NH:27][CH2:26][CH2:25]1.ClCCl.CCN(C(C)C)C(C)C. Given the product [F:1][C:2]1[CH:3]=[CH:4][C:5]([C:8]2[CH:12]=[C:11]([C:13]([NH:15][CH2:16][CH2:17][CH2:18][CH2:19][C:20]([N:27]3[CH2:28][CH2:29][N:24]([CH3:23])[CH2:25][CH2:26]3)=[O:22])=[O:14])[O:10][N:9]=2)=[CH:6][CH:7]=1, predict the reactants needed to synthesize it. (4) Given the product [N:3]1[CH:8]=[CH:7][C:6]([C:9]2[C:14]([C:15]3[CH:27]=[CH:26][C:25]4[C:24]5[C:19](=[CH:20][C:21]([I:1])=[CH:22][CH:23]=5)[C:18]([CH2:40][CH2:41][CH2:42][CH2:43][CH2:44][CH2:45][CH2:46][CH3:47])([CH2:32][CH2:33][CH2:34][CH2:35][CH2:36][CH2:37][CH2:38][CH3:39])[C:17]=4[CH:16]=3)=[CH:13][CH:12]=[CH:11][CH:10]=2)=[CH:5][CH:4]=1, predict the reactants needed to synthesize it. The reactants are: [I:1]Cl.[N:3]1[CH:8]=[CH:7][C:6]([C:9]2[C:14]([C:15]3[CH:27]=[CH:26][C:25]4[C:24]5[C:19](=[CH:20][C:21]([Si](C)(C)C)=[CH:22][CH:23]=5)[C:18]([CH2:40][CH2:41][CH2:42][CH2:43][CH2:44][CH2:45][CH2:46][CH3:47])([CH2:32][CH2:33][CH2:34][CH2:35][CH2:36][CH2:37][CH2:38][CH3:39])[C:17]=4[CH:16]=3)=[CH:13][CH:12]=[CH:11][CH:10]=2)=[CH:5][CH:4]=1. (5) The reactants are: [OH-].[K+].C([C:5]1[CH:18]=[CH:17][CH:16]=[CH:15][C:6]=1[CH2:7][O:8][CH2:9][C:10](OCC)=[O:11])#N.Cl.C(COCC1C=CC=CC=1C(O)=O)(O)=O.C([O-])(=O)C.[K+]. Given the product [CH2:7]1[C:6]2[C:15](=[CH:16][CH:17]=[CH:18][CH:5]=2)[C:10](=[O:11])[CH2:9][O:8]1, predict the reactants needed to synthesize it. (6) Given the product [ClH:24].[NH2:8][C:9]1[C:17]2[C:12](=[CH:13][CH:14]=[CH:15][CH:16]=2)[N:11]([CH2:18][C:19]([O:21][CH2:22][CH3:23])=[O:20])[CH:10]=1, predict the reactants needed to synthesize it. The reactants are: C(OC([NH:8][C:9]1[C:17]2[C:12](=[CH:13][CH:14]=[CH:15][CH:16]=2)[N:11]([CH2:18][C:19]([O:21][CH2:22][CH3:23])=[O:20])[CH:10]=1)=O)(C)(C)C.[ClH:24].O1CCOCC1. (7) Given the product [Cl:1][C:2]1[CH:7]=[CH:6][C:5]([NH:8][C:9]2[CH:10]=[CH:11][C:12]([C:15](=[N:23][OH:24])[CH3:16])=[N:13][CH:14]=2)=[C:4]([C:18]([F:21])([F:20])[F:19])[CH:3]=1, predict the reactants needed to synthesize it. The reactants are: [Cl:1][C:2]1[CH:7]=[CH:6][C:5]([NH:8][C:9]2[CH:10]=[CH:11][C:12]([C:15](=O)[CH3:16])=[N:13][CH:14]=2)=[C:4]([C:18]([F:21])([F:20])[F:19])[CH:3]=1.Cl.[NH2:23][OH:24].C(N(CC)CC)C.O. (8) Given the product [C:9]1([C:13]2[CH:14]=[CH:15][CH:16]=[CH:17][CH:18]=2)[CH:10]=[CH:11][CH:12]=[C:7]([SH:6])[CH:8]=1, predict the reactants needed to synthesize it. The reactants are: C([S:6][C:7]1[CH:8]=[C:9]([C:13]2[CH:18]=[CH:17][CH:16]=[CH:15][CH:14]=2)[CH:10]=[CH:11][CH:12]=1)(=S)OCC.[OH-].[K+]. (9) Given the product [CH3:1][C@H:2]([NH:6][C:7]1[N:15]=[C:14]2[C:10]([N:11]=[CH:12][N:13]2[CH:16]2[CH2:21][CH2:20][CH2:19][CH2:18][O:17]2)=[C:9]([NH2:22])[N:8]=1)[CH2:3][CH2:4][CH3:5], predict the reactants needed to synthesize it. The reactants are: [CH3:1][C@@H:2]([NH:6][C:7]1[N:15]=[C:14]2[C:10]([N:11]=[CH:12][N:13]2[CH:16]2[CH2:21][CH2:20][CH2:19][CH2:18][O:17]2)=[C:9]([NH2:22])[N:8]=1)[CH2:3][CH2:4][CH3:5].FC1N=C2C(N=CN2C2CCCCO2)=C(N)N=1.C[C@H](N)CCC.